Dataset: Full USPTO retrosynthesis dataset with 1.9M reactions from patents (1976-2016). Task: Predict the reactants needed to synthesize the given product. (1) Given the product [OH:21][CH2:20][C:16]1([CH2:24][O:25][CH2:26][C:27]2[CH:28]=[CH:29][CH:30]=[CH:31][CH:32]=2)[CH2:17][CH2:18][CH2:19][C:13]2([O:12][C:11](=[O:33])[N:10]([CH2:9][C:6]3[CH:7]=[CH:8][C:3]([O:2][CH3:1])=[CH:4][CH:5]=3)[CH2:14]2)[CH2:15]1, predict the reactants needed to synthesize it. The reactants are: [CH3:1][O:2][C:3]1[CH:8]=[CH:7][C:6]([CH2:9][N:10]2[CH2:14][C:13]3([CH2:19][CH2:18][CH2:17][C:16]([CH2:24][O:25][CH2:26][C:27]4[CH:32]=[CH:31][CH:30]=[CH:29][CH:28]=4)([C:20](OC)=[O:21])[CH2:15]3)[O:12][C:11]2=[O:33])=[CH:5][CH:4]=1.[H-].[Al+3].[Li+].[H-].[H-].[H-].[BH4-].[Li+]. (2) Given the product [F:1][C:2]1[CH:3]=[C:4]([NH:5][C:19]2[N:24]=[C:23]([C:25]([F:28])([F:27])[F:26])[CH:22]=[CH:21][N:20]=2)[CH:6]=[C:7]([B:9]2[O:13][C:12]([CH3:15])([CH3:14])[C:11]([CH3:17])([CH3:16])[O:10]2)[CH:8]=1, predict the reactants needed to synthesize it. The reactants are: [F:1][C:2]1[CH:3]=[C:4]([CH:6]=[C:7]([B:9]2[O:13][C:12]([CH3:15])([CH3:14])[C:11]([CH3:17])([CH3:16])[O:10]2)[CH:8]=1)[NH2:5].Cl[C:19]1[N:24]=[C:23]([C:25]([F:28])([F:27])[F:26])[CH:22]=[CH:21][N:20]=1.O1CCOCC1.CS(O)(=O)=O. (3) Given the product [F:1][C:2]1[C:7]([F:8])=[CH:6][C:5]([N+:13]([O-:15])=[O:14])=[CH:4][C:3]=1[C:9](=[O:11])[CH3:10], predict the reactants needed to synthesize it. The reactants are: [F:1][C:2]1[C:7]([F:8])=[CH:6][CH:5]=[CH:4][C:3]=1[C:9](=[O:11])[CH3:10].[N].[N+:13]([O-])([OH:15])=[O:14].C(OCC)(=O)C. (4) Given the product [CH3:21][N:20]([C:29]([NH:40][CH:37]([CH3:39])[CH3:38])=[O:35])[C:18]1[CH:17]=[CH:16][C:15]([N+:22]([O-:24])=[O:23])=[C:14]([NH:13][C:11](=[O:12])[CH2:10][C:7]2[CH:6]=[CH:5][C:4]([O:3][CH2:1][CH3:2])=[CH:9][CH:8]=2)[CH:19]=1, predict the reactants needed to synthesize it. The reactants are: [CH2:1]([O:3][C:4]1[CH:9]=[CH:8][C:7]([CH2:10][C:11]([NH:13][C:14]2[CH:19]=[C:18]([NH:20][CH3:21])[CH:17]=[CH:16][C:15]=2[N+:22]([O-:24])=[O:23])=[O:12])=[CH:6][CH:5]=1)[CH3:2].ClC(Cl)(O[C:29](=[O:35])OC(Cl)(Cl)Cl)Cl.[CH:37]([NH2:40])([CH3:39])[CH3:38].